Dataset: NCI-60 drug combinations with 297,098 pairs across 59 cell lines. Task: Regression. Given two drug SMILES strings and cell line genomic features, predict the synergy score measuring deviation from expected non-interaction effect. (1) Drug 1: C1CC(=O)NC(=O)C1N2CC3=C(C2=O)C=CC=C3N. Drug 2: C1=NNC2=C1C(=O)NC=N2. Cell line: KM12. Synergy scores: CSS=10.5, Synergy_ZIP=-3.40, Synergy_Bliss=-0.977, Synergy_Loewe=4.31, Synergy_HSA=4.34. (2) Drug 1: CC1=CC2C(CCC3(C2CCC3(C(=O)C)OC(=O)C)C)C4(C1=CC(=O)CC4)C. Drug 2: CN(C)C1=NC(=NC(=N1)N(C)C)N(C)C. Cell line: NCIH23. Synergy scores: CSS=0.157, Synergy_ZIP=2.09, Synergy_Bliss=3.33, Synergy_Loewe=0.0863, Synergy_HSA=0.548. (3) Drug 1: CC1=CC=C(C=C1)C2=CC(=NN2C3=CC=C(C=C3)S(=O)(=O)N)C(F)(F)F. Drug 2: CCC1(CC2CC(C3=C(CCN(C2)C1)C4=CC=CC=C4N3)(C5=C(C=C6C(=C5)C78CCN9C7C(C=CC9)(C(C(C8N6C=O)(C(=O)OC)O)OC(=O)C)CC)OC)C(=O)OC)O.OS(=O)(=O)O. Cell line: SK-MEL-28. Synergy scores: CSS=30.7, Synergy_ZIP=-8.99, Synergy_Bliss=-0.804, Synergy_Loewe=-64.3, Synergy_HSA=-2.90. (4) Drug 1: C1CCC(CC1)NC(=O)N(CCCl)N=O. Drug 2: CC1=C(C=C(C=C1)C(=O)NC2=CC(=CC(=C2)C(F)(F)F)N3C=C(N=C3)C)NC4=NC=CC(=N4)C5=CN=CC=C5. Cell line: HCT-15. Synergy scores: CSS=32.0, Synergy_ZIP=1.71, Synergy_Bliss=8.07, Synergy_Loewe=5.13, Synergy_HSA=5.11. (5) Drug 1: CC1C(C(CC(O1)OC2CC(CC3=C2C(=C4C(=C3O)C(=O)C5=C(C4=O)C(=CC=C5)OC)O)(C(=O)CO)O)N)O. Drug 2: CS(=O)(=O)CCNCC1=CC=C(O1)C2=CC3=C(C=C2)N=CN=C3NC4=CC(=C(C=C4)OCC5=CC(=CC=C5)F)Cl. Cell line: SW-620. Synergy scores: CSS=64.7, Synergy_ZIP=6.40, Synergy_Bliss=6.28, Synergy_Loewe=-11.5, Synergy_HSA=5.71. (6) Drug 1: C1CN(CCN1C(=O)CCBr)C(=O)CCBr. Drug 2: C1CNP(=O)(OC1)N(CCCl)CCCl. Cell line: COLO 205. Synergy scores: CSS=40.9, Synergy_ZIP=3.35, Synergy_Bliss=1.47, Synergy_Loewe=-5.81, Synergy_HSA=-0.436. (7) Drug 1: CC=C1C(=O)NC(C(=O)OC2CC(=O)NC(C(=O)NC(CSSCCC=C2)C(=O)N1)C(C)C)C(C)C. Drug 2: CN(C(=O)NC(C=O)C(C(C(CO)O)O)O)N=O. Cell line: COLO 205. Synergy scores: CSS=22.6, Synergy_ZIP=5.81, Synergy_Bliss=5.09, Synergy_Loewe=-53.6, Synergy_HSA=0.497. (8) Synergy scores: CSS=-0.388, Synergy_ZIP=-0.781, Synergy_Bliss=-2.04, Synergy_Loewe=-5.75, Synergy_HSA=-3.91. Drug 1: CC1=C(C(CCC1)(C)C)C=CC(=CC=CC(=CC(=O)O)C)C. Drug 2: CCN(CC)CCCC(C)NC1=C2C=C(C=CC2=NC3=C1C=CC(=C3)Cl)OC. Cell line: NCI-H460. (9) Drug 1: CCC1=C2CN3C(=CC4=C(C3=O)COC(=O)C4(CC)O)C2=NC5=C1C=C(C=C5)O. Drug 2: C1=NC2=C(N1)C(=S)N=CN2. Cell line: SNB-19. Synergy scores: CSS=29.8, Synergy_ZIP=-2.15, Synergy_Bliss=0.106, Synergy_Loewe=-6.01, Synergy_HSA=0.0574.